From a dataset of Reaction yield outcomes from USPTO patents with 853,638 reactions. Predict the reaction yield, written as a fraction of the theoretical maximum amount of product (1.0 means a 100% yield; for example, 0.34 means a 34% yield). (1) The reactants are [Cl:1][C:2]1[C:10]2[O:9][CH2:8][O:7][C:6]=2[CH:5]=[C:4]([CH2:11]Cl)[CH:3]=1.[C-:13]#[N:14].[Na+].O. The catalyst is CS(C)=O. The product is [Cl:1][C:2]1[C:10]2[O:9][CH2:8][O:7][C:6]=2[CH:5]=[C:4]([CH2:11][C:13]#[N:14])[CH:3]=1. The yield is 0.580. (2) The product is [NH:14]1[C:5]([C:10]2[CH:9]=[C:21]([NH:22][C:23]([C:3]3[CH:2]=[CH:1][C:10]4[C:5](=[CH:6][CH:7]=[CH:8][CH:9]=4)[CH:4]=3)=[O:24])[CH:3]=[CH:2][CH:1]=2)=[N:19][N:16]=[N:15]1. No catalyst specified. The yield is 0.840. The reactants are [C:1]1(C(N)=O)[C:10]2[C:5](=[CH:6][CH:7]=[CH:8][CH:9]=2)[CH:4]=[CH:3][CH:2]=1.[N-:14]=[N+:15]=[N-:16].[Na+].[Cl-].[NH4+:19].O.[CH3:21][N:22](C)[CH:23]=[O:24]. (3) The reactants are [CH2:1]([C:5]1[N:6]=[C:7]([CH3:27])[NH:8][C:9](=[O:26])[C:10]=1[CH2:11][C:12]1[CH:17]=[CH:16][C:15]([C:18]2[C:19]([C:24]#[N:25])=[CH:20][CH:21]=[CH:22][CH:23]=2)=[CH:14][CH:13]=1)[CH2:2][CH2:3][CH3:4].C(=O)([O-])[O-].[K+].[K+].Br[CH2:35][C:36]1[CH:41]=[CH:40][C:39]([F:42])=[CH:38][C:37]=1[F:43].CN(C)C=O. The yield is 0.500. The product is [CH2:1]([C:5]1[N:6]=[C:7]([CH3:27])[N:8]([CH2:35][C:36]2[CH:41]=[CH:40][C:39]([F:42])=[CH:38][C:37]=2[F:43])[C:9](=[O:26])[C:10]=1[CH2:11][C:12]1[CH:17]=[CH:16][C:15]([C:18]2[C:19]([C:24]#[N:25])=[CH:20][CH:21]=[CH:22][CH:23]=2)=[CH:14][CH:13]=1)[CH2:2][CH2:3][CH3:4]. The catalyst is C(OCC)(=O)C. (4) The reactants are [ClH:1].CNCC(O)C(N(C)C1C=CC(C)=CC=1)C1C=CC=CC=1.C=O.[OH-].[Na+].[CH3:27][N:28]([CH3:48])[CH2:29][CH:30]([OH:47])[CH:31]([N:38]([CH3:46])[C:39]1[CH:44]=[CH:43][C:42]([CH3:45])=[CH:41][CH:40]=1)[C:32]1[CH:37]=[CH:36][CH:35]=[CH:34][CH:33]=1.Cl. The catalyst is C(O)=O.C(O)C.O. The product is [ClH:1].[CH3:48][N:28]([CH3:27])[CH2:29][CH:30]([OH:47])[CH:31]([N:38]([CH3:46])[C:39]1[CH:40]=[CH:41][C:42]([CH3:45])=[CH:43][CH:44]=1)[C:32]1[CH:37]=[CH:36][CH:35]=[CH:34][CH:33]=1. The yield is 0.750. (5) The reactants are [C:1]([N:8]1[CH2:12][C@H:11](OS(C)(=O)=O)[CH2:10][C@H:9]1[C:18]([O:20][CH3:21])=[O:19])([O:3][C:4]([CH3:7])([CH3:6])[CH3:5])=[O:2].[N-:22]=[N+:23]=[N-:24].[Na+]. The catalyst is CN(C=O)C. The product is [C:1]([N:8]1[CH2:12][C@@H:11]([N:22]=[N+:23]=[N-:24])[CH2:10][C@H:9]1[C:18]([O:20][CH3:21])=[O:19])([O:3][C:4]([CH3:7])([CH3:6])[CH3:5])=[O:2]. The yield is 0.800. (6) The reactants are C(N(CCCC)C(C1C=CNN=1)=O)CCC.[Cl:17][C:18]1[C:19]([C:24]([OH:26])=O)=[N:20][NH:21][C:22]=1[CH3:23].[Cl:27][C:28]1[CH:29]=[C:30]([CH:37]=[CH:38][C:39]=1[Cl:40])[CH2:31][NH:32][CH2:33][CH2:34][CH2:35][CH3:36]. No catalyst specified. The product is [CH2:33]([N:32]([CH2:31][C:30]1[CH:37]=[CH:38][C:39]([Cl:40])=[C:28]([Cl:27])[CH:29]=1)[C:24]([C:19]1[C:18]([Cl:17])=[C:22]([CH3:23])[NH:21][N:20]=1)=[O:26])[CH2:34][CH2:35][CH3:36]. The yield is 0.480. (7) The reactants are [C:1]([O:5][C:6]([NH:8][C@H:9]([C:13]1[CH:18]=[C:17]([C:19]2[CH:28]=[CH:27][C:26]([NH:29][C:30]([O:32][CH3:33])=[O:31])=[CH:25][C:20]=2[C:21]([O:23]C)=[O:22])[CH:16]=[CH:15][N:14]=1)[CH2:10][CH:11]=[CH2:12])=[O:7])([CH3:4])([CH3:3])[CH3:2].[OH-].[Na+].Cl. The catalyst is CO. The product is [C:1]([O:5][C:6]([NH:8][C@H:9]([C:13]1[CH:18]=[C:17]([C:19]2[CH:28]=[CH:27][C:26]([NH:29][C:30]([O:32][CH3:33])=[O:31])=[CH:25][C:20]=2[C:21]([OH:23])=[O:22])[CH:16]=[CH:15][N:14]=1)[CH2:10][CH:11]=[CH2:12])=[O:7])([CH3:4])([CH3:2])[CH3:3]. The yield is 0.990.